This data is from Reaction yield outcomes from USPTO patents with 853,638 reactions. The task is: Predict the reaction yield, written as a fraction of the theoretical maximum amount of product (1.0 means a 100% yield; for example, 0.34 means a 34% yield). (1) The product is [Cl:17][CH2:18][C:19]1[CH:24]=[CH:23][C:22]([CH2:25][O:14][CH2:13][CH2:12][O:11][CH2:10][CH2:9][O:8][CH2:7][CH2:6][O:5][CH2:4][CH2:3][O:2][CH3:1])=[CH:21][CH:20]=1. The catalyst is C1COCC1. The reactants are [CH3:1][O:2][CH2:3][CH2:4][O:5][CH2:6][CH2:7][O:8][CH2:9][CH2:10][O:11][CH2:12][CH2:13][OH:14].[H-].[Na+].[Cl:17][CH2:18][C:19]1[CH:24]=[CH:23][C:22]([CH2:25]Cl)=[CH:21][CH:20]=1. The yield is 0.770. (2) The reactants are [C:1]([C:3]1[CH:4]=[C:5]([NH:9][C:10]2[C:19]3[C:14](=[CH:15][CH:16]=[C:17]([NH2:20])[CH:18]=3)[N:13]=[CH:12][N:11]=2)[CH:6]=[CH:7][CH:8]=1)#[CH:2].N1C=CC=CC=1.Cl[C:28]([O:30][C:31]1[CH:36]=[CH:35][CH:34]=[CH:33][CH:32]=1)=[O:29]. The catalyst is CN(C=O)C.C(OCC)(=O)C. The product is [C:1]([C:3]1[CH:4]=[C:5]([NH:9][C:10]2[C:19]3[C:14](=[CH:15][CH:16]=[C:17]([NH:20][C:28](=[O:29])[O:30][C:31]4[CH:36]=[CH:35][CH:34]=[CH:33][CH:32]=4)[CH:18]=3)[N:13]=[CH:12][N:11]=2)[CH:6]=[CH:7][CH:8]=1)#[CH:2]. The yield is 0.950. (3) The reactants are C1[CH:5]2[C@@H:6]3[CH:10]=[CH:9][C@H:8]([CH:4]2C=C1)[CH2:7]3.[CH2:11]([CH2:14][C:15]([O-:17])=[O:16])[CH:12]=[CH2:13].C1(C=CC(O)=CC=1)O. No catalyst specified. The product is [CH:6]12[CH2:7][CH:8]([CH2:9][CH2:10]1)[CH:4]=[CH:5]2.[CH2:11]([CH2:14][C:15]([OH:17])=[O:16])[CH:12]=[CH2:13]. The yield is 0.300. (4) The reactants are [NH2:1][C:2]1[CH:7]=[C:6]([O:8][C:9]2[CH:14]=[CH:13][C:12]([NH:15]C(=O)C(C)(C)C)=[C:11]([F:22])[CH:10]=2)[CH:5]=[CH:4][N:3]=1.Cl. The catalyst is CO. The product is [NH2:15][C:12]1[CH:13]=[CH:14][C:9]([O:8][C:6]2[CH:5]=[CH:4][N:3]=[C:2]([NH2:1])[CH:7]=2)=[CH:10][C:11]=1[F:22]. The yield is 0.540. (5) The reactants are C[O:2][C:3](=[O:40])[C:4]1[CH:9]=[CH:8][C:7]([NH:10][C:11]([C@H:13]2[C@H:17]([C:18]3[CH:23]=[CH:22][CH:21]=[C:20]([Br:24])[CH:19]=3)[C@:16]([C:27]3[CH:32]=[CH:31][C:30]([Cl:33])=[CH:29][C:28]=3[F:34])([C:25]#[N:26])[C@H:15]([CH2:35][C:36]([CH3:39])([CH3:38])[CH3:37])[NH:14]2)=[O:12])=[CH:6][CH:5]=1.[OH-].[Na+].CO.Cl. The catalyst is O1CCCC1. The product is [Br:24][C:20]1[CH:19]=[C:18]([C@@H:17]2[C@:16]([C:27]3[CH:32]=[CH:31][C:30]([Cl:33])=[CH:29][C:28]=3[F:34])([C:25]#[N:26])[C@H:15]([CH2:35][C:36]([CH3:39])([CH3:38])[CH3:37])[NH:14][C@H:13]2[C:11]([NH:10][C:7]2[CH:6]=[CH:5][C:4]([C:3]([OH:40])=[O:2])=[CH:9][CH:8]=2)=[O:12])[CH:23]=[CH:22][CH:21]=1. The yield is 0.600. (6) The reactants are [N:1]1([C:7]2[CH:12]=[CH:11][C:10]([N+:13]([O-])=O)=[CH:9][C:8]=2[CH2:16][OH:17])[CH2:6][CH2:5][O:4][CH2:3][CH2:2]1. The catalyst is C(O)C.[OH-].[Pd+2].[OH-]. The product is [NH2:13][C:10]1[CH:11]=[CH:12][C:7]([N:1]2[CH2:6][CH2:5][O:4][CH2:3][CH2:2]2)=[C:8]([CH2:16][OH:17])[CH:9]=1. The yield is 0.830. (7) The reactants are [OH:1][C@H:2]1[CH2:6][CH2:5][N:4]([C:7]2[N:12]=[CH:11][C:10]([NH:13][C:14](=[O:22])OC3C=CC=CC=3)=[CH:9][CH:8]=2)[CH2:3]1.[Cl:23][C:24]1[CH:25]=[C:26]([N:30]2[C:34]([CH2:35][NH2:36])=[CH:33][C:32]([C:37]([F:40])([F:39])[F:38])=[N:31]2)[CH:27]=[CH:28][CH:29]=1.C(N(CC)CC)C. The catalyst is CS(C)=O.O. The yield is 0.710. The product is [Cl:23][C:24]1[CH:25]=[C:26]([N:30]2[C:34]([CH2:35][NH:36][C:14]([NH:13][C:10]3[CH:11]=[N:12][C:7]([N:4]4[CH2:5][CH2:6][C@H:2]([OH:1])[CH2:3]4)=[CH:8][CH:9]=3)=[O:22])=[CH:33][C:32]([C:37]([F:38])([F:39])[F:40])=[N:31]2)[CH:27]=[CH:28][CH:29]=1. (8) The reactants are FC(F)(F)C(O)=O.[CH2:8]([N:10]1[CH:15]2[CH2:16][CH2:17][CH2:18][CH:11]1[CH2:12][CH:13]([NH:19]C(=O)OC(C)(C)C)[CH2:14]2)[CH3:9].[ClH:27].C(OCC)C. The catalyst is C(Cl)Cl. The product is [ClH:27].[ClH:27].[CH2:8]([N:10]1[CH:11]2[CH2:18][CH2:17][CH2:16][CH:15]1[CH2:14][CH:13]([NH2:19])[CH2:12]2)[CH3:9]. The yield is 0.990.